From a dataset of Catalyst prediction with 721,799 reactions and 888 catalyst types from USPTO. Predict which catalyst facilitates the given reaction. Reactant: F[C:2]1[CH:7]=[CH:6][C:5]([N+:8]([O-:10])=[O:9])=[CH:4][CH:3]=1.[SH:11][C:12]1[N:13]([CH3:17])[CH:14]=[CH:15][N:16]=1.C(=O)([O-])[O-].[K+].[K+].CN(C=O)C. Product: [CH3:17][N:13]1[CH:14]=[CH:15][N:16]=[C:12]1[S:11][C:2]1[CH:7]=[CH:6][C:5]([N+:8]([O-:10])=[O:9])=[CH:4][CH:3]=1. The catalyst class is: 6.